From a dataset of Forward reaction prediction with 1.9M reactions from USPTO patents (1976-2016). Predict the product of the given reaction. Given the reactants C[O:2][C:3]1[CH:20]=[CH:19][C:18]2[C:5](=[CH:6][CH:7]=[C:8]3[C:17]=2[CH:16]([C:21]2[CH:26]=[CH:25][C:24]([O:27][CH2:28][CH2:29][N:30]4[CH2:35][CH2:34][CH2:33][CH2:32][CH2:31]4)=[CH:23][CH:22]=2)[O:15][C:14]2[C:9]3=[CH:10][CH:11]=[C:12]([CH2:36][OH:37])[CH:13]=2)[CH:4]=1.[Na], predict the reaction product. The product is: [OH:37][CH2:36][C:12]1[CH:13]=[C:14]2[C:9](=[CH:10][CH:11]=1)[C:8]1[C:17](=[C:18]3[C:5](=[CH:6][CH:7]=1)[CH:4]=[C:3]([OH:2])[CH:20]=[CH:19]3)[CH:16]([C:21]1[CH:26]=[CH:25][C:24]([O:27][CH2:28][CH2:29][N:30]3[CH2:31][CH2:32][CH2:33][CH2:34][CH2:35]3)=[CH:23][CH:22]=1)[O:15]2.